This data is from Forward reaction prediction with 1.9M reactions from USPTO patents (1976-2016). The task is: Predict the product of the given reaction. (1) Given the reactants [H][H].[CH3:3][C:4]1[C:13]2[C:8](=[CH:9][CH:10]=[CH:11][CH:12]=2)[CH:7]=[N:6][CH:5]=1.[ClH:14], predict the reaction product. The product is: [ClH:14].[CH3:3][CH:4]1[C:13]2[C:8](=[CH:9][CH:10]=[CH:11][CH:12]=2)[CH2:7][NH:6][CH2:5]1. (2) Given the reactants [Cl:1][C:2]1[C:7]([O:8][CH3:9])=[CH:6][C:5]([O:10][CH3:11])=[CH:4][C:3]=1[C:12]1[C:23](=[O:24])[N:22]([CH2:25][CH2:26][CH2:27][N:28]2[CH2:33][CH2:32][N:31]([C:34]([O:36][C:37]([CH3:40])([CH3:39])[CH3:38])=[O:35])[CH2:30][CH2:29]2)[C:15]2[N:16]=[C:17]([S:20][CH3:21])[N:18]=[CH:19][C:14]=2[CH:13]=1.C1C=C(Cl)C=C(C(OO)=[O:49])C=1, predict the reaction product. The product is: [Cl:1][C:2]1[C:7]([O:8][CH3:9])=[CH:6][C:5]([O:10][CH3:11])=[CH:4][C:3]=1[C:12]1[C:23](=[O:24])[N:22]([CH2:25][CH2:26][CH2:27][N:28]2[CH2:29][CH2:30][N:31]([C:34]([O:36][C:37]([CH3:40])([CH3:39])[CH3:38])=[O:35])[CH2:32][CH2:33]2)[C:15]2[N:16]=[C:17]([S:20]([CH3:21])=[O:49])[N:18]=[CH:19][C:14]=2[CH:13]=1. (3) Given the reactants [I:1][C:2]1[CH:3]=[C:4]([CH:6]=[CH:7][CH:8]=1)[NH2:5].I[C:10]1[C:18]([C:19]([OH:21])=[O:20])=[CH:17][CH:16]=[CH:15][C:11]=1[C:12]([OH:14])=[O:13].CC(O)C(O)C.C(N1CCOCC1)C.N.C, predict the reaction product. The product is: [I:1][C:2]1[CH:3]=[C:4]([NH:5][C:10]2[C:18]([C:19]([OH:21])=[O:20])=[CH:17][CH:16]=[CH:15][C:11]=2[C:12]([OH:14])=[O:13])[CH:6]=[CH:7][CH:8]=1.